This data is from Peptide-MHC class II binding affinity with 134,281 pairs from IEDB. The task is: Regression. Given a peptide amino acid sequence and an MHC pseudo amino acid sequence, predict their binding affinity value. This is MHC class II binding data. (1) The peptide sequence is MFLGGVKPTHISYIM. The MHC is DRB4_0103 with pseudo-sequence DRB4_0103. The binding affinity (normalized) is 0.592. (2) The peptide sequence is LGIMAIAACAMLLVK. The MHC is DRB1_0101 with pseudo-sequence DRB1_0101. The binding affinity (normalized) is 0.896. (3) The peptide sequence is LHFSEALRIIAGTPE. The MHC is HLA-DPA10201-DPB11401 with pseudo-sequence HLA-DPA10201-DPB11401. The binding affinity (normalized) is 0.517. (4) The peptide sequence is HGSEPCIIHRGKPF. The MHC is HLA-DPA10103-DPB10401 with pseudo-sequence HLA-DPA10103-DPB10401. The binding affinity (normalized) is 0.381. (5) The binding affinity (normalized) is 0.680. The MHC is DRB1_0401 with pseudo-sequence DRB1_0401. The peptide sequence is EFRVSTTENVVNLSN. (6) The peptide sequence is DRWLDLRYVGPASAD. The MHC is DRB1_1501 with pseudo-sequence DRB1_1501. The binding affinity (normalized) is 0.501. (7) The peptide sequence is TVWEQILNTWLVKPG. The MHC is DRB1_0901 with pseudo-sequence DRB1_0901. The binding affinity (normalized) is 0.482.